From a dataset of Experimentally validated miRNA-target interactions with 360,000+ pairs, plus equal number of negative samples. Binary Classification. Given a miRNA mature sequence and a target amino acid sequence, predict their likelihood of interaction. The miRNA is hsa-miR-6889-3p with sequence UCUGUGCCCCUACUUCCCAG. The protein sequence of the target gene is MVRPQDTVAYEDLSEDYTQKKWKGLALSQRALHWNMMLENDRSMASLGRNMMESSELTPKQEIFKGSESSNSTSGGLFGVVPGGTETGDVCEDTFKELEGQPSNEEGSRLESDFLEIIDEDKKKSTKDRYEEYKEVEEHPPLSSSPVEHEGVLKGQKSYRCDECGKAFYWSSHLIGHRRIHTGEKPYECNECGKTFRQTSQLIVHLRTHTGEKPYECSECGKAYRHSSHLIQHQRLHNGEKPYKCNECAKAFNQSSKLFDHQRTHTGEKPYECKECGAAFSRSKNLVRHQFLHTGKKPYK.... Result: 1 (interaction).